This data is from Full USPTO retrosynthesis dataset with 1.9M reactions from patents (1976-2016). The task is: Predict the reactants needed to synthesize the given product. Given the product [N:6]1[CH:7]=[CH:8][C:3]([CH2:2][NH:1][C:19]([C:17]2[S:18][C:11]3[C:12](=[N:13][CH:14]=[CH:15][C:10]=3[Cl:9])[CH:16]=2)=[O:20])=[CH:4][CH:5]=1, predict the reactants needed to synthesize it. The reactants are: [NH2:1][CH2:2][C:3]1[CH:8]=[CH:7][N:6]=[CH:5][CH:4]=1.[Cl:9][C:10]1[CH:15]=[CH:14][N:13]=[C:12]2[CH:16]=[C:17]([C:19]([O-])=[O:20])[S:18][C:11]=12.[Li+].